This data is from TCR-epitope binding with 47,182 pairs between 192 epitopes and 23,139 TCRs. The task is: Binary Classification. Given a T-cell receptor sequence (or CDR3 region) and an epitope sequence, predict whether binding occurs between them. (1) The epitope is YLDAYNMMI. The TCR CDR3 sequence is CASSYYGQSYEQYF. Result: 0 (the TCR does not bind to the epitope). (2) The epitope is DPFRLLQNSQVFS. The TCR CDR3 sequence is CASTLNLAGAKNIQYF. Result: 1 (the TCR binds to the epitope). (3) The epitope is YFPLQSYGF. The TCR CDR3 sequence is CASSLVGGGITDTQYF. Result: 1 (the TCR binds to the epitope). (4) The epitope is GLIYNRMGAVTTEV. The TCR CDR3 sequence is CASSQPAWQGDNEQFF. Result: 0 (the TCR does not bind to the epitope). (5) The epitope is IVTDFSVIK. The TCR CDR3 sequence is CSVHVPMNTEAFF. Result: 1 (the TCR binds to the epitope). (6) The epitope is CLGGLLTMV. The TCR CDR3 sequence is CSAMTSGSSYEQYF. Result: 0 (the TCR does not bind to the epitope).